Dataset: Forward reaction prediction with 1.9M reactions from USPTO patents (1976-2016). Task: Predict the product of the given reaction. (1) Given the reactants Cl.[NH2:2][C@@H:3]([C:6]([OH:8])=[O:7])[CH2:4][SH:5].N.[Na].Br[CH2:12][CH:13]1[CH2:18][CH2:17][CH2:16][CH2:15][CH2:14]1.[C:19](O[C:19]([O:21][C:22]([CH3:25])([CH3:24])[CH3:23])=[O:20])([O:21][C:22]([CH3:25])([CH3:24])[CH3:23])=[O:20], predict the reaction product. The product is: [C:22]([O:21][C:19]([NH:2][C@H:3]([CH2:4][S:5][CH2:12][CH:13]1[CH2:18][CH2:17][CH2:16][CH2:15][CH2:14]1)[C:6]([OH:8])=[O:7])=[O:20])([CH3:25])([CH3:24])[CH3:23]. (2) Given the reactants [N+:1]([O-:4])([O-:3])=[O:2].[CH3:5][NH+:6]1[CH2:10][CH2:9][N:8]([CH3:11])[CH:7]1Cl.[CH3:13][N-:14][CH3:15].[Li+], predict the reaction product. The product is: [N+:1]([O-:4])([O-:3])=[O:2].[CH3:5][NH+:6]1[CH2:10][CH2:9][N:8]([CH3:11])[CH:7]1[N:14]([CH3:15])[CH3:13]. (3) Given the reactants [CH2:1]([C@@H:8]1[CH2:12][O:11][C:10](=[O:13])[N:9]1[C:14](=[O:38])[C@@H:15]([C:23]1[CH:28]=[CH:27][C:26]([S:29]([CH:32]2[CH2:34][CH2:33]2)(=[O:31])=[O:30])=[C:25]([CH:35]2[CH2:37][CH2:36]2)[CH:24]=1)[CH2:16][C@H:17]1[CH2:21][CH2:20][C:19](=[O:22])[CH2:18]1)[C:2]1[CH:7]=[CH:6][CH:5]=[CH:4][CH:3]=1.[CH3:39][C:40]([CH3:45])([CH2:43]O)[CH2:41][OH:42].C1(C)C=CC(S([O-])(=O)=O)=CC=1.[NH+]1C=CC=CC=1.C(=O)(O)[O-].[Na+], predict the reaction product. The product is: [CH2:1]([C@@H:8]1[CH2:12][O:11][C:10](=[O:13])[N:9]1[C:14](=[O:38])[C@@H:15]([C:23]1[CH:28]=[CH:27][C:26]([S:29]([CH:32]2[CH2:34][CH2:33]2)(=[O:31])=[O:30])=[C:25]([CH:35]2[CH2:37][CH2:36]2)[CH:24]=1)[CH2:16][C@H:17]1[CH2:21][CH2:20][C:19]2([O:42][CH2:41][C:40]([CH3:45])([CH3:43])[CH2:39][O:22]2)[CH2:18]1)[C:2]1[CH:7]=[CH:6][CH:5]=[CH:4][CH:3]=1. (4) Given the reactants Br[C:2]1[CH:7]=[CH:6][C:5]([C:8]([N:10]2[CH2:15][CH2:14][N:13]([C:16]3[C:21]([CH3:22])=[CH:20][C:19]([CH3:23])=[CH:18][N:17]=3)[CH2:12][CH2:11]2)=[O:9])=[C:4]([N:24]2[CH2:28][CH2:27][CH2:26][S:25]2(=[O:30])=[O:29])[CH:3]=1.[CH3:31][O:32][CH2:33][C@@H:34]1[CH2:38][O:37][C:36](=[O:39])[NH:35]1, predict the reaction product. The product is: [CH3:22][C:21]1[C:16]([N:13]2[CH2:14][CH2:15][N:10]([C:8]([C:5]3[CH:6]=[CH:7][C:2]([N:35]4[C@H:34]([CH2:33][O:32][CH3:31])[CH2:38][O:37][C:36]4=[O:39])=[CH:3][C:4]=3[N:24]3[CH2:28][CH2:27][CH2:26][S:25]3(=[O:30])=[O:29])=[O:9])[CH2:11][CH2:12]2)=[N:17][CH:18]=[C:19]([CH3:23])[CH:20]=1. (5) Given the reactants O=[CH:2][C@@H:3]([C@H:5]([C@@H:7]([C@@H:9]([CH2:11]O)O)[OH:8])O)O.OP([O-])(O)=O.[K+].[O-]S([O-])(=O)=O.[Mg+2].[C:25]([OH:37])(=[O:36])[CH2:26][C:27](CC(O)=O)(C(O)=O)O.CC1[N+:43](CC2C=NC(C)=NC=2N)=CSC=1CCO.Cl.[Cl-], predict the reaction product. The product is: [NH2:43][C@H:26]([C:25]([OH:37])=[O:36])[CH2:27][C:2]1[CH:3]=[CH:5][C:7]([OH:8])=[CH:9][CH:11]=1. (6) The product is: [OH:47][CH:40]([C:41]1[CH:46]=[CH:45][CH:44]=[CH:43][CH:42]=1)[C:30]1[C:31]([C:33]([O:35][CH2:36][CH3:37])=[O:34])=[CH:32][N:28]([CH2:27][C:26]2[CH:25]=[CH:24][C:23]([O:22][CH3:21])=[CH:39][CH:38]=2)[N:29]=1. Given the reactants C([Li])CCC.C(NC(C)C)(C)C.[Li+].CC([N-]C(C)C)C.[CH3:21][O:22][C:23]1[CH:39]=[CH:38][C:26]([CH2:27][N:28]2[CH:32]=[C:31]([C:33]([O:35][CH2:36][CH3:37])=[O:34])[CH:30]=[N:29]2)=[CH:25][CH:24]=1.[CH:40](=[O:47])[C:41]1[CH:46]=[CH:45][CH:44]=[CH:43][CH:42]=1, predict the reaction product. (7) Given the reactants C(OC([NH:8][C@@H:9]([C:17]([OH:19])=O)[CH2:10][C:11]1[CH:16]=[CH:15][CH:14]=[CH:13][CH:12]=1)=O)(C)(C)C.Cl.CN(C)CCCN=C=NCC.ON1C2C=CC=CC=2N=N1.[C:42]1([CH:48]([C:51]2[CH:56]=[CH:55][CH:54]=[CH:53][CH:52]=2)[CH2:49][NH2:50])[CH:47]=[CH:46][CH:45]=[CH:44][CH:43]=1.FC(F)(F)C(O)=O, predict the reaction product. The product is: [NH2:8][C@H:9]([CH2:10][C:11]1[CH:12]=[CH:13][CH:14]=[CH:15][CH:16]=1)[C:17]([NH:50][CH2:49][CH:48]([C:42]1[CH:47]=[CH:46][CH:45]=[CH:44][CH:43]=1)[C:51]1[CH:56]=[CH:55][CH:54]=[CH:53][CH:52]=1)=[O:19]. (8) Given the reactants [C:1]([O:5][C:6]([N:8]1[CH2:13][C@H:12]([OH:14])[C@@H:11]([C:15]2[CH:20]=[CH:19][C:18]([O:21][CH2:22][CH2:23][CH2:24][O:25][C:26]3[CH:31]=[CH:30][CH:29]=[CH:28][C:27]=3[Cl:32])=[CH:17][CH:16]=2)[C@H:10]([O:33][CH2:34][C@H:35]2[CH2:39][O:38][C:37]([CH3:41])([CH3:40])[O:36]2)[CH2:9]1)=[O:7])([CH3:4])([CH3:3])[CH3:2].Cl[CH2:43][C:44]1[CH:45]=[C:46]([O:54][CH3:55])[C:47]2[C:52]([CH:53]=1)=[CH:51][CH:50]=[CH:49][CH:48]=2, predict the reaction product. The product is: [C:1]([O:5][C:6]([N:8]1[CH2:13][C@H:12]([O:14][CH2:43][C:44]2[CH:45]=[C:46]([O:54][CH3:55])[C:47]3[C:52](=[CH:51][CH:50]=[CH:49][CH:48]=3)[CH:53]=2)[C@@H:11]([C:15]2[CH:20]=[CH:19][C:18]([O:21][CH2:22][CH2:23][CH2:24][O:25][C:26]3[CH:31]=[CH:30][CH:29]=[CH:28][C:27]=3[Cl:32])=[CH:17][CH:16]=2)[C@H:10]([O:33][CH2:34][C@H:35]2[CH2:39][O:38][C:37]([CH3:41])([CH3:40])[O:36]2)[CH2:9]1)=[O:7])([CH3:4])([CH3:2])[CH3:3].